Dataset: NCI-60 drug combinations with 297,098 pairs across 59 cell lines. Task: Regression. Given two drug SMILES strings and cell line genomic features, predict the synergy score measuring deviation from expected non-interaction effect. (1) Drug 1: CC1CCC2CC(C(=CC=CC=CC(CC(C(=O)C(C(C(=CC(C(=O)CC(OC(=O)C3CCCCN3C(=O)C(=O)C1(O2)O)C(C)CC4CCC(C(C4)OC)OCCO)C)C)O)OC)C)C)C)OC. Drug 2: CN(C(=O)NC(C=O)C(C(C(CO)O)O)O)N=O. Cell line: OVCAR-5. Synergy scores: CSS=12.6, Synergy_ZIP=-3.80, Synergy_Bliss=-2.27, Synergy_Loewe=-17.5, Synergy_HSA=-3.58. (2) Drug 1: CC1=C2C(C(=O)C3(C(CC4C(C3C(C(C2(C)C)(CC1OC(=O)C(C(C5=CC=CC=C5)NC(=O)OC(C)(C)C)O)O)OC(=O)C6=CC=CC=C6)(CO4)OC(=O)C)OC)C)OC. Drug 2: C1=NC2=C(N=C(N=C2N1C3C(C(C(O3)CO)O)O)F)N. Cell line: K-562. Synergy scores: CSS=36.6, Synergy_ZIP=-1.09, Synergy_Bliss=-5.78, Synergy_Loewe=-24.7, Synergy_HSA=-5.18. (3) Drug 1: C1=CC(=CC=C1CCCC(=O)O)N(CCCl)CCCl. Drug 2: CC1C(C(CC(O1)OC2CC(CC3=C2C(=C4C(=C3O)C(=O)C5=C(C4=O)C(=CC=C5)OC)O)(C(=O)CO)O)N)O.Cl. Cell line: UACC-257. Synergy scores: CSS=50.7, Synergy_ZIP=3.42, Synergy_Bliss=7.00, Synergy_Loewe=-8.53, Synergy_HSA=7.78. (4) Drug 1: C1CN1C2=NC(=NC(=N2)N3CC3)N4CC4. Drug 2: COC1=C2C(=CC3=C1OC=C3)C=CC(=O)O2. Cell line: MOLT-4. Synergy scores: CSS=67.0, Synergy_ZIP=0.586, Synergy_Bliss=1.47, Synergy_Loewe=-23.6, Synergy_HSA=1.10. (5) Synergy scores: CSS=53.2, Synergy_ZIP=3.70, Synergy_Bliss=7.23, Synergy_Loewe=-15.4, Synergy_HSA=4.51. Drug 2: C1CN(CCN1C(=O)CCBr)C(=O)CCBr. Drug 1: C1=CC(=C2C(=C1NCCNCCO)C(=O)C3=C(C=CC(=C3C2=O)O)O)NCCNCCO. Cell line: M14. (6) Drug 2: CS(=O)(=O)OCCCCOS(=O)(=O)C. Drug 1: CCC1(CC2CC(C3=C(CCN(C2)C1)C4=CC=CC=C4N3)(C5=C(C=C6C(=C5)C78CCN9C7C(C=CC9)(C(C(C8N6C=O)(C(=O)OC)O)OC(=O)C)CC)OC)C(=O)OC)O.OS(=O)(=O)O. Synergy scores: CSS=0.464, Synergy_ZIP=2.48, Synergy_Bliss=4.08, Synergy_Loewe=-2.29, Synergy_HSA=-1.99. Cell line: SF-268.